This data is from Full USPTO retrosynthesis dataset with 1.9M reactions from patents (1976-2016). The task is: Predict the reactants needed to synthesize the given product. (1) Given the product [C:4]([CH2:3][CH2:2][N:6]1[CH2:7][CH2:8][CH:9]([NH:12][C:13](=[O:19])[O:14][C:15]([CH3:16])([CH3:18])[CH3:17])[CH2:10][CH2:11]1)#[N:5], predict the reactants needed to synthesize it. The reactants are: Br[CH2:2][CH2:3][C:4]#[N:5].[NH:6]1[CH2:11][CH2:10][CH:9]([NH:12][C:13](=[O:19])[O:14][C:15]([CH3:18])([CH3:17])[CH3:16])[CH2:8][CH2:7]1. (2) Given the product [C:1]1([N:7]2[CH:11]=[C:16]([C:14]([OH:18])([CH3:15])[CH3:13])[CH:17]=[N:8]2)[CH:6]=[CH:5][CH:4]=[CH:3][CH:2]=1, predict the reactants needed to synthesize it. The reactants are: [C:1]1([N+:7]2[N-:8]OC(=O)[CH:11]=2)[CH:6]=[CH:5][CH:4]=[CH:3][CH:2]=1.[CH3:13][C:14]([OH:18])([C:16]#[CH:17])[CH3:15]. (3) Given the product [NH2:19][CH2:18][C:15]1[CH:14]=[CH:13][C:12]([O:11][CH2:10][CH2:9][C@@H:8]([C:7]([O:6][CH:1]2[CH2:2][CH2:3][CH2:4][CH2:5]2)=[O:38])[NH:30][C:31]([O:33][C:34]([CH3:37])([CH3:35])[CH3:36])=[O:32])=[CH:17][CH:16]=1, predict the reactants needed to synthesize it. The reactants are: [CH:1]1([O:6][C:7](=[O:38])[C@@H:8]([NH:30][C:31]([O:33][C:34]([CH3:37])([CH3:36])[CH3:35])=[O:32])[CH2:9][CH2:10][O:11][C:12]2[CH:17]=[CH:16][C:15]([CH2:18][NH:19]C(OCC3C=CC=CC=3)=O)=[CH:14][CH:13]=2)[CH2:5][CH2:4][CH2:3][CH2:2]1. (4) Given the product [CH:11]12[CH2:12][C:13](=[CH:29][C:30]([O:32][C:33]([CH3:36])([CH3:35])[CH3:34])=[O:31])[CH:7]1[CH:8]=[CH:9][CH2:10]2, predict the reactants needed to synthesize it. The reactants are: C(Cl)(=O)C(Cl)=O.[C:7](O)(=O)/[CH:8]=[CH:9]/[CH2:10][CH2:11][CH:12]=[CH2:13].C(N(CC)CC)C.COP([CH2:29][C:30]([O:32][C:33]([CH3:36])([CH3:35])[CH3:34])=[O:31])(OC)=O.[H-].[Na+].[Cl-].[NH4+]. (5) The reactants are: C[N:2]1CCCC(O)C1.C(N(C(C)C)CC)(C)C.CS(Cl)(=O)=O.[CH3:23][NH:24][C:25]1[O:26][C:27]2[CH:33]=[CH:32][C:31]([N+:34]([O-:36])=[O:35])=[CH:30][C:28]=2[N:29]=1.[H-].[Na+].[CH3:39][N:40]1[CH2:45][CH2:44][CH2:43][CH:42](OS(C)(=O)=O)[CH2:41]1. Given the product [NH3:2].[CH3:23][N:24]([CH:42]1[CH2:43][CH2:44][CH2:45][N:40]([CH3:39])[CH2:41]1)[C:25]1[O:26][C:27]2[CH:33]=[CH:32][C:31]([N+:34]([O-:36])=[O:35])=[CH:30][C:28]=2[N:29]=1, predict the reactants needed to synthesize it. (6) Given the product [F:29][C:30]1[CH:35]=[CH:34][C:33]([CH2:36][C:37]([C:4]2[CH:5]=[C:6]([CH:27]=[CH:28][C:3]=2[O:2][CH3:1])[O:7][C:8]2[C:9]([CH3:26])=[CH:10][C:11]([NH:17][C:18](=[O:25])[CH2:19][C:20]([O:22][CH2:23][CH3:24])=[O:21])=[C:12]3[C:16]=2[CH2:15][CH2:14][CH2:13]3)=[O:38])=[CH:32][CH:31]=1, predict the reactants needed to synthesize it. The reactants are: [CH3:1][O:2][C:3]1[CH:28]=[CH:27][C:6]([O:7][C:8]2[C:9]([CH3:26])=[CH:10][C:11]([NH:17][C:18](=[O:25])[CH2:19][C:20]([O:22][CH2:23][CH3:24])=[O:21])=[C:12]3[C:16]=2[CH2:15][CH2:14][CH2:13]3)=[CH:5][CH:4]=1.[F:29][C:30]1[CH:35]=[CH:34][C:33]([CH2:36][C:37](O)=[O:38])=[CH:32][CH:31]=1.FC(F)(F)S(OS(C(F)(F)F)(=O)=O)(=O)=O. (7) Given the product [C:1]([C:5]1[CH:6]=[C:7]([CH:11]2[CH2:16][CH:15]([C:17](=[O:19])[CH2:40][C:39]([O:38][CH2:36][CH3:37])=[O:44])[CH2:14][CH2:13][N:12]2[C:20]([O:22][CH3:23])=[O:21])[CH:8]=[CH:9][CH:10]=1)([CH3:2])([CH3:3])[CH3:4], predict the reactants needed to synthesize it. The reactants are: [C:1]([C:5]1[CH:6]=[C:7]([CH:11]2[CH2:16][CH:15]([C:17]([OH:19])=O)[CH2:14][CH2:13][N:12]2[C:20]([O:22][CH3:23])=[O:21])[CH:8]=[CH:9][CH:10]=1)([CH3:4])([CH3:3])[CH3:2].N1(C(N2C=CN=C2)=O)C=CN=C1.[CH2:36]([O:38][C:39](=[O:44])[CH2:40]C([O-])=O)[CH3:37].[K+].[Cl-].[Mg+2].[Cl-].Cl. (8) Given the product [Br:1][C:2]1[CH:3]=[N:4][CH:5]=[C:6]2[C:11]=1[N:10]=[C:9]([C:12]([NH:52][CH2:51][CH2:50][O:49][CH3:48])=[O:14])[CH:8]=[CH:7]2, predict the reactants needed to synthesize it. The reactants are: [Br:1][C:2]1[CH:3]=[N:4][CH:5]=[C:6]2[C:11]=1[N:10]=[C:9]([C:12]([OH:14])=O)[CH:8]=[CH:7]2.C(N(CC)C(C)C)(C)C.F[P-](F)(F)(F)(F)F.N1(OC(N(C)C)=[N+](C)C)C2N=CC=CC=2N=N1.[CH3:48][O:49][CH2:50][CH2:51][NH2:52].